This data is from Catalyst prediction with 721,799 reactions and 888 catalyst types from USPTO. The task is: Predict which catalyst facilitates the given reaction. (1) Reactant: [C:1]([O:5][C:6]([N:8]1[CH2:12][CH2:11][C@H:10](OS(C)(=O)=O)[C@H:9]1[C:18](=[O:29])[NH:19][CH2:20][C:21]1[CH:26]=[CH:25][CH:24]=[C:23]([Cl:27])[C:22]=1[F:28])=[O:7])([CH3:4])([CH3:3])[CH3:2].[N-:30]=[N+:31]=[N-:32].[Na+]. Product: [C:1]([O:5][C:6]([N:8]1[CH2:12][CH2:11][C@@H:10]([N:30]=[N+:31]=[N-:32])[C@H:9]1[C:18](=[O:29])[NH:19][CH2:20][C:21]1[CH:26]=[CH:25][CH:24]=[C:23]([Cl:27])[C:22]=1[F:28])=[O:7])([CH3:4])([CH3:3])[CH3:2]. The catalyst class is: 3. (2) Reactant: [Cl:1][C:2]1[C:30]([F:31])=[CH:29][CH:28]=[CH:27][C:3]=1[CH2:4][NH:5][C:6](=[O:26])[N:7]([C@@H:9]([CH2:12][CH2:13][CH2:14][N:15]1[C:23](=[O:24])[C:22]2[C:17](=[CH:18][CH:19]=[CH:20][CH:21]=2)[C:16]1=[O:25])[CH2:10][OH:11])[CH3:8].[F:32][C:33]([F:44])([F:43])[C:34]1[CH:35]=[CH:36][C:37](C(O)=O)=[N:38][CH:39]=1.CC[N:47]([CH:51](C)C)C(C)C.C1C=CC(P(N=[N+]=[N-])(C2C=CC=CC=2)=[O:61])=CC=1. Product: [F:44][C:33]([F:32])([F:43])[C:34]1[CH:35]=[CH:36][C:37]([NH:47][C:51](=[O:61])[O:11][CH2:10][C@@H:9]([N:7]([CH3:8])[C:6]([NH:5][CH2:4][C:3]2[CH:27]=[CH:28][CH:29]=[C:30]([F:31])[C:2]=2[Cl:1])=[O:26])[CH2:12][CH2:13][CH2:14][N:15]2[C:23](=[O:24])[C:22]3[C:17](=[CH:18][CH:19]=[CH:20][CH:21]=3)[C:16]2=[O:25])=[N:38][CH:39]=1. The catalyst class is: 11. (3) Reactant: [CH2:1]([O:3][CH:4]([O:27][CH2:28][CH3:29])[C:5]1[CH:22]=[C:21]([C:23]([F:26])([F:25])[F:24])[CH:20]=[CH:19][C:6]=1[CH2:7][NH:8][C:9]1[CH:13]=[CH:12][NH:11][C:10]=1[C:14]([O:16]CC)=O)[CH3:2].C([N:38]=[C:39]=[S:40])(=O)C1C=CC=CC=1.C([O-])([O-])=O.[Cs+].[Cs+]. Product: [CH2:1]([O:3][CH:4]([O:27][CH2:28][CH3:29])[C:5]1[CH:22]=[C:21]([C:23]([F:26])([F:25])[F:24])[CH:20]=[CH:19][C:6]=1[CH2:7][N:8]1[C:9]2[CH:13]=[CH:12][NH:11][C:10]=2[C:14](=[O:16])[NH:38][C:39]1=[S:40])[CH3:2]. The catalyst class is: 5. (4) Reactant: C[Al](C)C.[NH2:5][C:6]1[CH:16]=[CH:15][C:9]([C:10]([N:12]([CH3:14])[CH3:13])=[O:11])=[CH:8][N:7]=1.[Cl:17][C:18]1[C:19]([N:24]2[C:28]3=[N:29][CH:30]=[N:31][C:32]([O:33][C@@H:34]([CH2:39][O:40][CH:41]([CH3:43])[CH3:42])[C:35](OC)=[O:36])=[C:27]3[CH:26]=[N:25]2)=[N:20][CH:21]=[CH:22][CH:23]=1.CCCCCC. Product: [Cl:17][C:18]1[C:19]([N:24]2[C:28]3=[N:29][CH:30]=[N:31][C:32]([O:33][C@@H:34]([CH2:39][O:40][CH:41]([CH3:43])[CH3:42])[C:35]([NH:5][C:6]4[CH:16]=[CH:15][C:9]([C:10]([N:12]([CH3:14])[CH3:13])=[O:11])=[CH:8][N:7]=4)=[O:36])=[C:27]3[CH:26]=[N:25]2)=[N:20][CH:21]=[CH:22][CH:23]=1. The catalyst class is: 11. (5) Reactant: [NH:1]1[C:9]2[C:4](=[CH:5][C:6]([NH:10][C:11]3[N:20]=[CH:19][C:18]([CH:21]4[CH2:23][CH2:22]4)=[CH:17][C:12]=3[C:13]([O:15][CH3:16])=[O:14])=[CH:7][CH:8]=2)[CH:3]=[CH:2]1.[F:24][C:25]1[CH:30]=[CH:29][C:28](I)=[CH:27][CH:26]=1.[C@@H]1(N)CCCC[C@H]1N.P([O-])([O-])([O-])=O.[K+].[K+].[K+]. Product: [CH:21]1([C:18]2[CH:19]=[N:20][C:11]([NH:10][C:6]3[CH:5]=[C:4]4[C:9](=[CH:8][CH:7]=3)[N:1]([C:28]3[CH:29]=[CH:30][C:25]([F:24])=[CH:26][CH:27]=3)[CH:2]=[CH:3]4)=[C:12]([CH:17]=2)[C:13]([O:15][CH3:16])=[O:14])[CH2:23][CH2:22]1. The catalyst class is: 321.